The task is: Predict which catalyst facilitates the given reaction.. This data is from Catalyst prediction with 721,799 reactions and 888 catalyst types from USPTO. (1) Reactant: [NH2:1][C:2]1[N:6]([C:7]2[C:12]([CH3:13])=[CH:11][CH:10]=[CH:9][C:8]=2[Cl:14])[N:5]=[C:4]([CH:15]([CH3:17])[CH3:16])[C:3]=1[C:18]([NH2:20])=[O:19].[NH2:21][C:22]1[CH:27]=[CH:26][C:25]([CH2:28][C:29]([O-])=O)=[CH:24][CH:23]=1.[O-]CC.[Na+]. Product: [Cl:14][C:8]1[CH:9]=[CH:10][CH:11]=[C:12]([CH3:13])[C:7]=1[N:6]1[C:2]2=[N:1][C:29]([CH2:28][C:25]3[CH:26]=[CH:27][C:22]([NH2:21])=[CH:23][CH:24]=3)=[N:20][C:18](=[O:19])[C:3]2=[C:4]([CH:15]([CH3:17])[CH3:16])[NH:5]1. The catalyst class is: 8. (2) Reactant: [H-].[Na+].[CH2:3]([OH:8])[CH2:4][CH2:5][CH2:6][CH3:7].F[C:10]1[CH:15]=[CH:14][C:13]([N+:16]([O-:18])=[O:17])=[CH:12][C:11]=1[C:19]([F:22])([F:21])[F:20]. Product: [N+:16]([C:13]1[CH:14]=[CH:15][C:10]([O:8][CH2:3][CH2:4][CH2:5][CH2:6][CH3:7])=[C:11]([C:19]([F:22])([F:21])[F:20])[CH:12]=1)([O-:18])=[O:17]. The catalyst class is: 1. (3) Reactant: CCCC[N+](CCCC)(CCCC)CCCC.[F-].[C:19]([O:23][C:24](=[O:47])[N:25]([CH2:30][C:31]1[CH:36]=[CH:35][C:34]([Cl:37])=[C:33]([C:38](C)(C)[O:39][SiH2]C(C)(C)C)[CH:32]=1)[CH2:26][CH:27]1[CH2:29][CH2:28]1)([CH3:22])([CH3:21])[CH3:20].CCOC(C)=O. Product: [C:19]([O:23][C:24](=[O:47])[N:25]([CH2:30][C:31]1[CH:36]=[CH:35][C:34]([Cl:37])=[C:33]([CH2:38][OH:39])[CH:32]=1)[CH2:26][CH:27]1[CH2:29][CH2:28]1)([CH3:22])([CH3:20])[CH3:21]. The catalyst class is: 1. (4) Reactant: F[B-](F)(F)F.C([O+:8]([CH2:11][CH3:12])[CH2:9]C)C.[CH3:13][C:14]1[N:18]([C:19]2[CH:24]=[CH:23][CH:22]=[C:21]([C:25]([F:28])([F:27])[F:26])[CH:20]=2)C(=O)[NH:16][CH:15]=1.O.[OH-].[Na+]. Product: [CH2:11]([O:8][C:9]1[N:18]([C:19]2[CH:24]=[CH:23][CH:22]=[C:21]([C:25]([F:26])([F:27])[F:28])[CH:20]=2)[C:14]([CH3:13])=[CH:15][N:16]=1)[CH3:12]. The catalyst class is: 2. (5) Reactant: [CH3:1][O:2][C:3](=[O:28])[C@H:4]([CH2:24][CH2:25][S:26][CH3:27])[NH:5][C:6](=[O:23])[C:7]1[CH:12]=[CH:11][C:10]([S:13]([NH2:16])(=[O:15])=[O:14])=[CH:9][C:8]=1[C:17]1[CH:22]=[CH:21][CH:20]=[CH:19][CH:18]=1.C(Cl)(=O)[C:30](Cl)=[O:31]. Product: [CH3:1][O:2][C:3](=[O:28])[C@H:4]([CH2:24][CH2:25][S:26][CH3:27])[NH:5][C:6](=[O:23])[C:7]1[CH:12]=[CH:11][C:10]([S:13]([N:16]=[C:30]=[O:31])(=[O:15])=[O:14])=[CH:9][C:8]=1[C:17]1[CH:18]=[CH:19][CH:20]=[CH:21][CH:22]=1. The catalyst class is: 159. (6) Reactant: [F:1][C:2]1[CH:3]=[CH:4][C:5]2[S:9][C:8]([CH2:10][N:11]3[C:20](=[O:21])[C:19]4[N:18]([CH2:22][C:23]#[C:24][CH3:25])[C:17]([N:26]5[CH2:31][CH2:30][CH2:29][C@@H:28]([NH2:32])[CH2:27]5)=[N:16][C:15]=4[N:14]([CH3:33])[C:12]3=[O:13])=[N:7][C:6]=2[CH:34]=1.[ClH:35]. Product: [ClH:35].[F:1][C:2]1[CH:3]=[CH:4][C:5]2[S:9][C:8]([CH2:10][N:11]3[C:20](=[O:21])[C:19]4[N:18]([CH2:22][C:23]#[C:24][CH3:25])[C:17]([N:26]5[CH2:31][CH2:30][CH2:29][C@@H:28]([NH2:32])[CH2:27]5)=[N:16][C:15]=4[N:14]([CH3:33])[C:12]3=[O:13])=[N:7][C:6]=2[CH:34]=1. The catalyst class is: 4. (7) Reactant: Br[C:2]1[N:7]=[C:6]([C:8]([OH:10])=[O:9])[CH:5]=[CH:4][CH:3]=1.[F:11][C:12]1[CH:17]=[CH:16][C:15]([O:18][CH2:19][CH2:20][CH3:21])=[CH:14][C:13]=1B(O)O. Product: [F:11][C:12]1[CH:17]=[CH:16][C:15]([O:18][CH2:19][CH2:20][CH3:21])=[CH:14][C:13]=1[C:2]1[N:7]=[C:6]([C:8]([OH:10])=[O:9])[CH:5]=[CH:4][CH:3]=1. The catalyst class is: 462.